This data is from Full USPTO retrosynthesis dataset with 1.9M reactions from patents (1976-2016). The task is: Predict the reactants needed to synthesize the given product. (1) Given the product [Br:1][C:2]1[S:6][C:5](=[N:7][C:8]2[N:13]=[C:12]([CH2:14][N:33]3[CH2:38][CH2:37][NH:36][CH2:35][CH2:34]3)[CH:11]=[CH:10][CH:9]=2)[N:4]([CH2:16][O:17][CH3:18])[CH:3]=1, predict the reactants needed to synthesize it. The reactants are: [Br:1][C:2]1[S:6][C:5](=[N:7][C:8]2[N:13]=[C:12]([CH2:14]O)[CH:11]=[CH:10][CH:9]=2)[N:4]([CH2:16][O:17][CH3:18])[CH:3]=1.C(N(CC)C(C)C)(C)C.CS(Cl)(=O)=O.[NH:33]1[CH2:38][CH2:37][NH:36][CH2:35][CH2:34]1. (2) Given the product [F:10][C:11]1[CH:16]=[CH:15][C:14]([C:7]2[C:5]([NH2:6])=[CH:4][CH:3]=[C:2]([F:1])[CH:8]=2)=[CH:13][CH:12]=1, predict the reactants needed to synthesize it. The reactants are: [F:1][C:2]1[CH:8]=[CH:7][C:5]([NH2:6])=[CH:4][CH:3]=1.[Cl-].[F:10][C:11]1[CH:16]=[CH:15][C:14]([N+]#N)=[CH:13][CH:12]=1. (3) The reactants are: [CH2:1]([O:3][C:4](=[O:12])[C:5]1[CH:10]=[CH:9][CH:8]=[CH:7][C:6]=1F)[CH3:2].[CH2:13]([O:15][CH2:16][CH2:17][NH2:18])[CH3:14].C(N(C(C)C)CC)(C)C. Given the product [CH2:1]([O:3][C:4](=[O:12])[C:5]1[CH:10]=[CH:9][CH:8]=[CH:7][C:6]=1[NH:18][CH2:17][CH2:16][O:15][CH2:13][CH3:14])[CH3:2], predict the reactants needed to synthesize it. (4) Given the product [CH2:1]([N:8]1[C:13](=[O:14])[C:12]([Cl:15])=[CH:11][N:10]=[C:9]1[CH:16]([Br:19])[CH2:17][CH3:18])[C:2]1[CH:3]=[CH:4][CH:5]=[CH:6][CH:7]=1, predict the reactants needed to synthesize it. The reactants are: [CH2:1]([N:8]1[C:13](=[O:14])[C:12]([Cl:15])=[CH:11][N:10]=[C:9]1[CH2:16][CH2:17][CH3:18])[C:2]1[CH:7]=[CH:6][CH:5]=[CH:4][CH:3]=1.[Br:19]Br.[OH-].[Na+]. (5) Given the product [CH2:18]([O:13][C@@H:4]1[CH2:3][C:11]2[C:6](=[CH:7][CH:8]=[CH:9][CH:10]=2)[C@@H:5]1[NH2:12])[C:17]#[CH:16], predict the reactants needed to synthesize it. The reactants are: [H-].[Na+].[CH2:3]1[C:11]2[C:6](=[CH:7][CH:8]=[CH:9][CH:10]=2)[C@H:5]([NH2:12])[C@@H:4]1[OH:13].[H][H].[CH2:16](Br)[C:17]#[CH:18].